Dataset: Peptide-MHC class I binding affinity with 185,985 pairs from IEDB/IMGT. Task: Regression. Given a peptide amino acid sequence and an MHC pseudo amino acid sequence, predict their binding affinity value. This is MHC class I binding data. (1) The peptide sequence is TVLDVGDAY. The MHC is HLA-B07:02 with pseudo-sequence HLA-B07:02. The binding affinity (normalized) is 0.118. (2) The peptide sequence is HSNLNDATY. The MHC is HLA-A11:01 with pseudo-sequence HLA-A11:01. The binding affinity (normalized) is 0.0847. (3) The peptide sequence is NASQHPQQV. The MHC is HLA-A31:01 with pseudo-sequence HLA-A31:01. The binding affinity (normalized) is 0. (4) The peptide sequence is SMITMSAFL. The MHC is HLA-A02:01 with pseudo-sequence HLA-A02:01. The binding affinity (normalized) is 0.721. (5) The peptide sequence is KSRENSTLI. The MHC is HLA-B48:01 with pseudo-sequence HLA-B48:01. The binding affinity (normalized) is 0.0847. (6) The peptide sequence is GVPKTHLEL. The MHC is HLA-B83:01 with pseudo-sequence HLA-B83:01. The binding affinity (normalized) is 0.213.